From a dataset of Catalyst prediction with 721,799 reactions and 888 catalyst types from USPTO. Predict which catalyst facilitates the given reaction. (1) Reactant: [O:1]1[C:5]2[CH:6]=[CH:7][CH:8]=[CH:9][C:4]=2[CH:3]=[C:2]1[S:10]([NH:13][C:14]1[CH:19]=[C:18]([Cl:20])[CH:17]=[CH:16][C:15]=1[S:21][CH2:22][CH2:23][C:24]([O:26][CH3:27])=[O:25])(=[O:12])=[O:11].C1C=C(Cl)C=C(C(OO)=[O:36])C=1. Product: [O:1]1[C:5]2[CH:6]=[CH:7][CH:8]=[CH:9][C:4]=2[CH:3]=[C:2]1[S:10]([NH:13][C:14]1[CH:19]=[C:18]([Cl:20])[CH:17]=[CH:16][C:15]=1[S:21]([CH2:22][CH2:23][C:24]([O:26][CH3:27])=[O:25])=[O:36])(=[O:11])=[O:12]. The catalyst class is: 91. (2) Reactant: [C:1]([O:5][C:6]([N:8]1[C:12]([C:13]2[CH:18]=[CH:17][CH:16]=[CH:15][C:14]=2[I:19])=[CH:11][N:10]=[C:9]1[NH2:20])=[O:7])([CH3:4])([CH3:3])[CH3:2].[C:21](O[C:21]([O:23][C:24]([CH3:27])([CH3:26])[CH3:25])=[O:22])([O:23][C:24]([CH3:27])([CH3:26])[CH3:25])=[O:22].C[Si]([N-][Si](C)(C)C)(C)C.[Na+]. Product: [C:1]([O:5][C:6]([N:8]1[C:12]([C:13]2[CH:18]=[CH:17][CH:16]=[CH:15][C:14]=2[I:19])=[CH:11][N:10]=[C:9]1[NH:20][C:21]([O:23][C:24]([CH3:27])([CH3:26])[CH3:25])=[O:22])=[O:7])([CH3:4])([CH3:2])[CH3:3]. The catalyst class is: 1.